This data is from Catalyst prediction with 721,799 reactions and 888 catalyst types from USPTO. The task is: Predict which catalyst facilitates the given reaction. (1) Reactant: [CH3:1][S:2]([C:5]1[CH:6]=[C:7]([CH:9]=[C:10]([N+:12]([O-:14])=[O:13])[CH:11]=1)[NH2:8])(=[O:4])=[O:3].C(=O)([O-])O.[K+].[Cl:20][CH2:21][C:22](Cl)=[O:23].CC(C)=O.C(OC(C)C)(C)C. Product: [Cl:20][CH2:21][C:22]([NH:8][C:7]1[CH:9]=[C:10]([N+:12]([O-:14])=[O:13])[CH:11]=[C:5]([S:2]([CH3:1])(=[O:4])=[O:3])[CH:6]=1)=[O:23]. The catalyst class is: 84. (2) The catalyst class is: 265. Reactant: [CH2:1]([O:3][C:4](=[O:17])[C:5]([NH:7][NH:8][C:9](=[O:16])[C:10]1[CH:15]=[CH:14][CH:13]=[CH:12][CH:11]=1)=O)[CH3:2]. Product: [CH2:1]([O:3][C:4]([C:5]1[O:16][C:9]([C:10]2[CH:15]=[CH:14][CH:13]=[CH:12][CH:11]=2)=[N:8][N:7]=1)=[O:17])[CH3:2].